Dataset: Forward reaction prediction with 1.9M reactions from USPTO patents (1976-2016). Task: Predict the product of the given reaction. (1) Given the reactants [Br:1][C:2]1[CH:3]=[CH:4][C:5]2[O:10][C@:9]([CH3:16])([CH:11]([O:14][CH3:15])[O:12][CH3:13])[C@@H:8]3[O:17][C@@H:7]3[C:6]=2[CH:18]=1.[Cl:19][C:20]1[CH:25]=[CH:24][C:23]([NH:26][CH2:27][C:28]2[N:29]=[N:30][N:31]([CH3:33])[N:32]=2)=[CH:22][CH:21]=1, predict the reaction product. The product is: [Br:1][C:2]1[CH:3]=[CH:4][C:5]2[O:10][C@:9]([CH3:16])([CH:11]([O:14][CH3:15])[O:12][CH3:13])[C@H:8]([OH:17])[C@@H:7]([N:26]([C:23]3[CH:24]=[CH:25][C:20]([Cl:19])=[CH:21][CH:22]=3)[CH2:27][C:28]3[N:29]=[N:30][N:31]([CH3:33])[N:32]=3)[C:6]=2[CH:18]=1. (2) Given the reactants [CH3:1][S:2]([C:5]1[CH:25]=[CH:24][C:8]([O:9][C:10]2[CH:11]=[C:12]([O:19][CH2:20][CH2:21][O:22][CH3:23])[C:13]([N+:16]([O-])=O)=[N:14][CH:15]=2)=[CH:7][CH:6]=1)(=[O:4])=[O:3].O, predict the reaction product. The product is: [CH3:1][S:2]([C:5]1[CH:25]=[CH:24][C:8]([O:9][C:10]2[CH:11]=[C:12]([O:19][CH2:20][CH2:21][O:22][CH3:23])[C:13]([NH2:16])=[N:14][CH:15]=2)=[CH:7][CH:6]=1)(=[O:4])=[O:3]. (3) Given the reactants [CH3:1][C:2]1(C)OC(=O)[CH:5]([C:9]([C@@H:11]2[CH2:15][CH2:14][CH2:13][N:12]2[C:16]([O:18][C:19]([CH3:22])([CH3:21])[CH3:20])=[O:17])=[O:10])[C:4](=[O:23])[O:3]1, predict the reaction product. The product is: [CH2:2]([O:3][C:4](=[O:23])[CH2:5][C:9]([C@@H:11]1[CH2:15][CH2:14][CH2:13][N:12]1[C:16]([O:18][C:19]([CH3:22])([CH3:21])[CH3:20])=[O:17])=[O:10])[CH3:1].